Dataset: Reaction yield outcomes from USPTO patents with 853,638 reactions. Task: Predict the reaction yield, written as a fraction of the theoretical maximum amount of product (1.0 means a 100% yield; for example, 0.34 means a 34% yield). The reactants are [N+:1]([O-:4])(O)=[O:2].[C:5]([C:7]1[CH:8]=[CH:9][C:10]([OH:17])=[C:11]([CH:16]=1)[C:12]([O:14][CH3:15])=[O:13])#[N:6]. The catalyst is C(OCC)(=O)C. The product is [C:5]([C:7]1[CH:8]=[C:9]([N+:1]([O-:4])=[O:2])[C:10]([OH:17])=[C:11]([CH:16]=1)[C:12]([O:14][CH3:15])=[O:13])#[N:6]. The yield is 0.870.